This data is from Catalyst prediction with 721,799 reactions and 888 catalyst types from USPTO. The task is: Predict which catalyst facilitates the given reaction. (1) Reactant: [CH2:1]([C:3]1[CH:9]=[CH:8][CH:7]=[CH:6][C:4]=1[NH2:5])[CH3:2].[N+:10]([O-])([OH:12])=[O:11].[OH-].[Na+]. Product: [CH2:1]([C:3]1[CH:9]=[CH:8][C:7]([N+:10]([O-:12])=[O:11])=[CH:6][C:4]=1[NH2:5])[CH3:2]. The catalyst class is: 82. (2) Reactant: [Cl:1][C:2]1[CH:3]=[C:4]([CH:27]=[C:28]([Cl:31])[C:29]=1[Cl:30])[CH2:5][N:6]1[CH:10]=[C:9]([C:11]2[N:12]=[C:13]3[S:19][C:18]([S:20][CH2:21][C:22]([O:24]CC)=[O:23])=[N:17][C:14]3=[N:15][CH:16]=2)[N:8]=[N:7]1.[OH-].[Na+]. Product: [Cl:31][C:28]1[CH:27]=[C:4]([CH:3]=[C:2]([Cl:1])[C:29]=1[Cl:30])[CH2:5][N:6]1[CH:10]=[C:9]([C:11]2[N:12]=[C:13]3[S:19][C:18]([S:20][CH2:21][C:22]([OH:24])=[O:23])=[N:17][C:14]3=[N:15][CH:16]=2)[N:8]=[N:7]1. The catalyst class is: 1. (3) Reactant: [Br:1][C:2]1[CH:7]=[CH:6][C:5]([N+:8]([O-])=O)=[CH:4][C:3]=1[S:11]([NH:14][CH2:15][CH2:16][C:17]1[CH:22]=[CH:21][CH:20]=[CH:19][N:18]=1)(=[O:13])=[O:12].[Sn](Cl)Cl. Product: [Br:1][C:2]1[CH:7]=[CH:6][C:5]([NH2:8])=[CH:4][C:3]=1[S:11]([NH:14][CH2:15][CH2:16][C:17]1[CH:22]=[CH:21][CH:20]=[CH:19][N:18]=1)(=[O:12])=[O:13]. The catalyst class is: 24.